Dataset: Reaction yield outcomes from USPTO patents with 853,638 reactions. Task: Predict the reaction yield, written as a fraction of the theoretical maximum amount of product (1.0 means a 100% yield; for example, 0.34 means a 34% yield). (1) The reactants are [CH:1]1[C:11]2[CH2:10][CH2:9][C:8]3[CH:12]=[CH:13][CH:14]=[CH:15][C:7]=3[CH:6]([NH2:16])[C:5]=2[CH:4]=[CH:3][CH:2]=1.[Cl:17][CH2:18][C:19](Cl)=[O:20]. The catalyst is C1(C)C=CC=CC=1. The product is [Cl:17][CH2:18][C:19]([NH:16][CH:6]1[C:7]2[CH:15]=[CH:14][CH:13]=[CH:12][C:8]=2[CH2:9][CH2:10][C:11]2[CH:1]=[CH:2][CH:3]=[CH:4][C:5]1=2)=[O:20]. The yield is 0.790. (2) The reactants are [Cl:1][C:2]1[N:10]=[CH:9][N:8]=[C:7]2[C:3]=1[N:4]=[CH:5][N:6]2[C@@H:11]1[O:21][C@H:20]2[C@@H:13]([O:14][Si:15]([CH:31]([CH3:33])[CH3:32])([CH:28]([CH3:30])[CH3:29])[O:16][Si:17]([CH:25]([CH3:27])[CH3:26])([CH:22]([CH3:24])[CH3:23])[O:18][CH2:19]2)[C@@H:12]1[OH:34].[C:35]([O-])([O-])=O.[Cs+].[Cs+].CI. The catalyst is CN(C=O)C. The product is [Cl:1][C:2]1[N:10]=[CH:9][N:8]=[C:7]2[C:3]=1[N:4]=[CH:5][N:6]2[C@@H:11]1[O:21][C@H:20]2[C@@H:13]([O:14][Si:15]([CH:28]([CH3:30])[CH3:29])([CH:31]([CH3:33])[CH3:32])[O:16][Si:17]([CH:25]([CH3:26])[CH3:27])([CH:22]([CH3:23])[CH3:24])[O:18][CH2:19]2)[C@@H:12]1[O:34][CH3:35]. The yield is 0.710.